From a dataset of Reaction yield outcomes from USPTO patents with 853,638 reactions. Predict the reaction yield, written as a fraction of the theoretical maximum amount of product (1.0 means a 100% yield; for example, 0.34 means a 34% yield). (1) The reactants are Br[C:2]1[C:17]([NH:18][CH:19]2[CH2:22][N:21]([C:23]([O:25][C:26]([CH3:29])([CH3:28])[CH3:27])=[O:24])[CH2:20]2)=[CH:16][C:5]2[N:6]3[CH:11]([CH3:12])[C:10](=[O:13])[NH:9][N:8]=[C:7]3[CH2:14][O:15][C:4]=2[CH:3]=1.[CH2:30]([O:32]/[CH:33]=[CH:34]/B1OC(C)(C)C(C)(C)O1)[CH3:31].C([O-])([O-])=O.[K+].[K+]. The catalyst is O1CCOCC1.O.C1C=CC(P(C2C=CC=CC=2)[C-]2C=CC=C2)=CC=1.C1C=CC(P(C2C=CC=CC=2)[C-]2C=CC=C2)=CC=1.Cl[Pd]Cl.[Fe+2].C(Cl)Cl. The product is [CH2:33]([O:32]/[CH:30]=[CH:31]/[C:2]1[C:17]([NH:18][CH:19]2[CH2:20][N:21]([C:23]([O:25][C:26]([CH3:28])([CH3:27])[CH3:29])=[O:24])[CH2:22]2)=[CH:16][C:5]2[N:6]3[CH:11]([CH3:12])[C:10](=[O:13])[NH:9][N:8]=[C:7]3[CH2:14][O:15][C:4]=2[CH:3]=1)[CH3:34]. The yield is 0.510. (2) The reactants are [CH3:1][O:2][C:3]1[CH:4]=[CH:5][C:6]([N+:12]([O-:14])=[O:13])=[C:7]([CH:11]=1)[C:8](O)=[O:9].O=S(Cl)Cl.[BH4-].[Na+]. The catalyst is C1COCC1.CN(C=O)C. The product is [CH3:1][O:2][C:3]1[CH:4]=[CH:5][C:6]([N+:12]([O-:14])=[O:13])=[C:7]([CH2:8][OH:9])[CH:11]=1. The yield is 0.660. (3) The reactants are [C:1]1([S:7](Cl)(=[O:9])=[O:8])[CH:6]=[CH:5][CH:4]=[CH:3][CH:2]=1.[CH3:11][N:12]1[CH2:17][CH2:16][CH:15]([C:18]2[C:26]3[C:21](=[CH:22][CH:23]=[C:24]([OH:27])[CH:25]=3)[NH:20][CH:19]=2)[CH2:14][CH2:13]1.[OH-].[Na+]. The catalyst is C1COCC1. The product is [CH3:11][N:12]1[CH2:17][CH2:16][CH:15]([C:18]2[C:26]3[C:21](=[CH:22][CH:23]=[C:24]([O:27][S:7]([C:1]4[CH:6]=[CH:5][CH:4]=[CH:3][CH:2]=4)(=[O:9])=[O:8])[CH:25]=3)[NH:20][CH:19]=2)[CH2:14][CH2:13]1. The yield is 0.750. (4) The reactants are [CH2:1]([O:8][C:9]1[C:10]([F:29])=[C:11]([C:15]2[N:16]=[C:17]([CH:25]3[CH2:28][CH2:27][CH2:26]3)[N:18]3[CH:23]=[CH:22][N:21]=[C:20](Cl)[C:19]=23)[CH:12]=[CH:13][CH:14]=1)[C:2]1[CH:7]=[CH:6][CH:5]=[CH:4][CH:3]=1.[NH3:30]. The catalyst is C(Cl)Cl.CC(O)C. The product is [NH2:30][C:20]1[C:19]2[N:18]([C:17]([CH:25]3[CH2:28][CH2:27][CH2:26]3)=[N:16][C:15]=2[C:11]2[CH:12]=[CH:13][CH:14]=[C:9]([O:8][CH2:1][C:2]3[CH:7]=[CH:6][CH:5]=[CH:4][CH:3]=3)[C:10]=2[F:29])[CH:23]=[CH:22][N:21]=1. The yield is 0.750.